This data is from Reaction yield outcomes from USPTO patents with 853,638 reactions. The task is: Predict the reaction yield, written as a fraction of the theoretical maximum amount of product (1.0 means a 100% yield; for example, 0.34 means a 34% yield). (1) The reactants are I[C:2]1[C:10]2[C:5](=[CH:6][C:7]([CH:11]=[O:12])=[CH:8][CH:9]=2)[N:4]([CH2:13][O:14][CH2:15][CH2:16][Si:17]([CH3:20])([CH3:19])[CH3:18])[N:3]=1.[CH:21]([C:23]1[CH:28]=[N:27][CH:26]=[CH:25][N:24]=1)=[CH2:22].C(N(C(C)C)C(C)C)C. The catalyst is CC#N.CC([O-])=O.CC([O-])=O.[Pd+2]. The product is [N:24]1[CH:25]=[CH:26][N:27]=[CH:28][C:23]=1/[CH:21]=[CH:22]/[C:2]1[C:10]2[C:5](=[CH:6][C:7]([CH:11]=[O:12])=[CH:8][CH:9]=2)[N:4]([CH2:13][O:14][CH2:15][CH2:16][Si:17]([CH3:20])([CH3:19])[CH3:18])[N:3]=1. The yield is 0.430. (2) The reactants are [Cl:1][C:2]1[CH:7]=[C:6]([Cl:8])[CH:5]=[CH:4][C:3]=1[C:9]1([O:34][Si](CC)(CC)CC)[C:17]2[C:12](=[CH:13][C:14](I)=[CH:15][C:16]=2[C:18]([F:21])([F:20])[F:19])[N:11]([CH2:23][C@H:24]2[CH2:27][C@H:26]([N:28]([CH2:31][CH3:32])[CH2:29][CH3:30])[CH2:25]2)[C:10]1=[O:33].[NH:42]1[CH:46]=[CH:45][N:44]=[N:43]1.P([O-])([O-])([O-])=O.[K+].[K+].[K+].CNCCNC. The catalyst is CN(C)C=O.[Cu](I)I.O. The product is [Cl:1][C:2]1[CH:7]=[C:6]([Cl:8])[CH:5]=[CH:4][C:3]=1[C:9]1([OH:34])[C:17]2[C:12](=[CH:13][C:14]([N:42]3[CH:46]=[CH:45][N:44]=[N:43]3)=[CH:15][C:16]=2[C:18]([F:21])([F:20])[F:19])[N:11]([CH2:23][C@H:24]2[CH2:25][C@H:26]([N:28]([CH2:29][CH3:30])[CH2:31][CH3:32])[CH2:27]2)[C:10]1=[O:33]. The yield is 0.630.